Dataset: Forward reaction prediction with 1.9M reactions from USPTO patents (1976-2016). Task: Predict the product of the given reaction. (1) Given the reactants [OH-].[Li+].[CH:3]1([C@H:9]([NH:14][C:15]([C:17]2[CH:22]=[CH:21][C:20]([N+:23]([O-:25])=[O:24])=[CH:19][C:18]=2[NH:26][C:27]([NH:29][C:30]2[C:35]([CH3:36])=[CH:34][C:33]([CH3:37])=[CH:32][C:31]=2[CH3:38])=[O:28])=[O:16])[C:10]([O:12]C)=[O:11])[CH2:8][CH2:7][CH2:6][CH2:5][CH2:4]1.CO.O, predict the reaction product. The product is: [CH:3]1([C@H:9]([NH:14][C:15]([C:17]2[CH:22]=[CH:21][C:20]([N+:23]([O-:25])=[O:24])=[CH:19][C:18]=2[NH:26][C:27]([NH:29][C:30]2[C:35]([CH3:36])=[CH:34][C:33]([CH3:37])=[CH:32][C:31]=2[CH3:38])=[O:28])=[O:16])[C:10]([OH:12])=[O:11])[CH2:4][CH2:5][CH2:6][CH2:7][CH2:8]1. (2) The product is: [OH:28][CH2:27][C@@H:26]([NH:29][C:3](=[O:24])[C:4]1[CH:9]=[CH:8][C:7]([O:10][CH2:11][C:12]2[C:13]([CH:18]3[CH2:19][CH2:20][O:21][CH2:22][CH2:23]3)=[N:14][O:15][C:16]=2[CH3:17])=[N:6][CH:5]=1)[CH3:25]. Given the reactants CO[C:3](=[O:24])[C:4]1[CH:9]=[CH:8][C:7]([O:10][CH2:11][C:12]2[C:13]([CH:18]3[CH2:23][CH2:22][O:21][CH2:20][CH2:19]3)=[N:14][O:15][C:16]=2[CH3:17])=[N:6][CH:5]=1.[CH3:25][C@H:26]([NH2:29])[CH2:27][OH:28], predict the reaction product. (3) Given the reactants Cl[C:2]1[N:7]=[C:6]([NH:8][C:9]2[CH:25]=[CH:24][C:12]3[S:13][C:14]([C:17]4[CH:22]=[CH:21][N:20]=[C:19]([NH2:23])[N:18]=4)=[C:15]([CH3:16])[C:11]=3[CH:10]=2)[CH:5]=[CH:4][N:3]=1.[CH3:26][NH2:27].C(O)(C)C, predict the reaction product. The product is: [NH2:23][C:19]1[N:18]=[C:17]([C:14]2[S:13][C:12]3[CH:24]=[CH:25][C:9]([NH:8][C:6]4[CH:5]=[CH:4][N:3]=[C:2]([NH:27][CH3:26])[N:7]=4)=[CH:10][C:11]=3[C:15]=2[CH3:16])[CH:22]=[CH:21][N:20]=1.